From a dataset of Full USPTO retrosynthesis dataset with 1.9M reactions from patents (1976-2016). Predict the reactants needed to synthesize the given product. (1) Given the product [Cl:15][C:16]1[C:24]([C:25]([OH:27])=[O:26])=[CH:23][C:22]([CH2:29][CH2:30][CH2:31][O:32][CH3:33])=[C:21]2[C:17]=1[CH:18]=[CH:19][NH:20]2, predict the reactants needed to synthesize it. The reactants are: ClC1C(C(O)=O)=CC(C)=C2C=1C=CN2.[Cl:15][C:16]1[C:24]([C:25]([O:27]C)=[O:26])=[CH:23][C:22]([CH2:29][CH2:30][CH2:31][O:32][CH3:33])=[C:21]2[C:17]=1[CH:18]=[CH:19][NH:20]2. (2) Given the product [CH:1]1([NH:4][CH:23]2[CH2:24][CH2:25][N:20]([S:17]([NH:16][C:14]3[CH:13]=[C:12]([O:27][CH3:28])[N:11]=[C:10]([S:9][CH2:8][C:7]4[CH:29]=[CH:30][CH:31]=[C:32]([F:33])[C:6]=4[F:5])[N:15]=3)(=[O:18])=[O:19])[CH2:21][CH2:22]2)[CH2:3][CH2:2]1, predict the reactants needed to synthesize it. The reactants are: [CH:1]1([NH2:4])[CH2:3][CH2:2]1.[F:5][C:6]1[C:32]([F:33])=[CH:31][CH:30]=[CH:29][C:7]=1[CH2:8][S:9][C:10]1[N:15]=[C:14]([NH:16][S:17]([N:20]2[CH2:25][CH2:24][C:23](=O)[CH2:22][CH2:21]2)(=[O:19])=[O:18])[CH:13]=[C:12]([O:27][CH3:28])[N:11]=1.C(O[BH-](OC(=O)C)OC(=O)C)(=O)C.[Na+].[OH-].[Na+].Cl. (3) Given the product [CH:16]1([N:8]2[C:6]3[N:7]=[C:2]([NH:41][C:38]4[CH:39]=[CH:40][C:35]([CH2:34][N:31]5[CH2:32][CH2:33][NH:28][CH2:29][CH2:30]5)=[CH:36][N:37]=4)[N:3]=[CH:4][C:5]=3[CH:10]=[C:9]2[C:11]2[O:15][CH:14]=[N:13][CH:12]=2)[CH2:20][CH2:19][CH2:18][CH2:17]1, predict the reactants needed to synthesize it. The reactants are: Cl[C:2]1[N:3]=[CH:4][C:5]2[CH:10]=[C:9]([C:11]3[O:15][CH:14]=[N:13][CH:12]=3)[N:8]([CH:16]3[CH2:20][CH2:19][CH2:18][CH2:17]3)[C:6]=2[N:7]=1.C(OC([N:28]1[CH2:33][CH2:32][N:31]([CH2:34][C:35]2[CH:36]=[N:37][C:38]([NH2:41])=[CH:39][CH:40]=2)[CH2:30][CH2:29]1)=O)(C)(C)C. (4) Given the product [C:1]1([S:11]([C:14]2[C:22]3[C:17](=[CH:18][CH:19]=[C:20]([CH:23]([O:25][S:27]([CH3:26])(=[O:29])=[O:28])[CH3:24])[CH:21]=3)[NH:16][N:15]=2)(=[O:13])=[O:12])[C:10]2[C:5](=[CH:6][CH:7]=[CH:8][CH:9]=2)[CH:4]=[CH:3][CH:2]=1, predict the reactants needed to synthesize it. The reactants are: [C:1]1([S:11]([C:14]2[C:22]3[C:17](=[CH:18][CH:19]=[C:20]([CH:23]([OH:25])[CH3:24])[CH:21]=3)[NH:16][N:15]=2)(=[O:13])=[O:12])[C:10]2[C:5](=[CH:6][CH:7]=[CH:8][CH:9]=2)[CH:4]=[CH:3][CH:2]=1.[CH3:26][S:27](O[S:27]([CH3:26])(=[O:29])=[O:28])(=[O:29])=[O:28].C(N(CC)CC)C. (5) Given the product [C:1]([O:5][C:6](=[O:18])[NH:7][C:8]1[C:9]2[N:10]([N:15]=[CH:16][CH:17]=2)[C:11]([C:19]#[N:20])=[CH:12][CH:13]=1)([CH3:4])([CH3:3])[CH3:2], predict the reactants needed to synthesize it. The reactants are: [C:1]([O:5][C:6](=[O:18])[NH:7][C:8]1[C:9]2[N:10]([N:15]=[CH:16][CH:17]=2)[C:11](I)=[CH:12][CH:13]=1)([CH3:4])([CH3:3])[CH3:2].[CH3:19][N:20](C=O)C. (6) Given the product [C:22]([C:9]1[CH:10]=[N:11][C:12]2[C:17]([C:8]=1[C:4]1[CH:3]=[C:2]([NH:1][S:36]([C:30]3[CH:35]=[CH:34][CH:33]=[CH:32][CH:31]=3)(=[O:38])=[O:37])[CH:7]=[CH:6][CH:5]=1)=[CH:16][CH:15]=[CH:14][C:13]=2[C:18]([F:21])([F:19])[F:20])(=[O:23])[C:24]1[CH:25]=[CH:26][CH:27]=[CH:28][CH:29]=1, predict the reactants needed to synthesize it. The reactants are: [NH2:1][C:2]1[CH:3]=[C:4]([C:8]2[C:17]3[C:12](=[C:13]([C:18]([F:21])([F:20])[F:19])[CH:14]=[CH:15][CH:16]=3)[N:11]=[CH:10][C:9]=2[C:22]([C:24]2[CH:29]=[CH:28][CH:27]=[CH:26][CH:25]=2)=[O:23])[CH:5]=[CH:6][CH:7]=1.[C:30]1([S:36](Cl)(=[O:38])=[O:37])[CH:35]=[CH:34][CH:33]=[CH:32][CH:31]=1. (7) Given the product [C:19]([C:22]1[N:27]=[C:26]([C:28]2[CH:33]=[CH:32][C:31]([C:34]3[CH:39]=[CH:38][C:37]([CH2:40][C:41]([NH:2][C:3]([CH3:9])([CH3:8])[C:4]([O:6][CH3:7])=[O:5])=[O:42])=[CH:36][C:35]=3[Cl:44])=[CH:30][CH:29]=2)[C:25]([CH3:45])=[N:24][C:23]=1[CH3:46])(=[O:21])[NH2:20], predict the reactants needed to synthesize it. The reactants are: Cl.[NH2:2][C:3]([CH3:9])([CH3:8])[C:4]([O:6][CH3:7])=[O:5].C(N(C(C)C)C(C)C)C.[C:19]([C:22]1[N:27]=[C:26]([C:28]2[CH:33]=[CH:32][C:31]([C:34]3[CH:39]=[CH:38][C:37]([CH2:40][C:41](O)=[O:42])=[CH:36][C:35]=3[Cl:44])=[CH:30][CH:29]=2)[C:25]([CH3:45])=[N:24][C:23]=1[CH3:46])(=[O:21])[NH2:20].Cl.CN(C)CCCN=C=NCC.N1(O)C2C=CC=CC=2N=N1.